From a dataset of Full USPTO retrosynthesis dataset with 1.9M reactions from patents (1976-2016). Predict the reactants needed to synthesize the given product. (1) Given the product [CH:30]([C@H:20]1[C:17]2=[N:18][CH:19]=[C:14]([C:12](=[O:13])[NH:11][CH2:10][C:9]3[CH:33]=[CH:34][C:6]([C:41]([O:43][CH3:44])=[O:42])=[CH:7][CH:8]=3)[CH:15]=[C:16]2[CH2:22][N:21]1[C:23]([O:25][C:26]([CH3:29])([CH3:27])[CH3:28])=[O:24])([CH3:32])[CH3:31], predict the reactants needed to synthesize it. The reactants are: C(S([C:6]1[CH:34]=[CH:33][C:9]([CH2:10][NH:11][C:12]([C:14]2[CH:15]=[C:16]3[CH2:22][N:21]([C:23]([O:25][C:26]([CH3:29])([CH3:28])[CH3:27])=[O:24])[C@@H:20]([CH:30]([CH3:32])[CH3:31])[C:17]3=[N:18][CH:19]=2)=[O:13])=[CH:8][CH:7]=1)(=O)=O)C.NCC1C=CC([C:41]([O:43][CH3:44])=[O:42])=CC=1. (2) Given the product [Cl:1][C:2]1[CH:7]=[C:6]([N+:8]([O-:10])=[O:9])[CH:5]=[C:4]([CH2:11][S:25]([CH3:15])(=[O:28])=[O:26])[CH:3]=1, predict the reactants needed to synthesize it. The reactants are: [Cl:1][C:2]1[CH:7]=[C:6]([N+:8]([O-:10])=[O:9])[CH:5]=[C:4]([CH2:11]SC)[CH:3]=1.Cl[C:15]1C=CC=C(C(OO)=O)C=1.[S:25](=S)(=[O:28])([O-])[O-:26].[Na+].[Na+]. (3) Given the product [C:32]1([C@H:27]([NH:24][C:2]2[C:3]3[C:10]4[CH2:11][CH2:12][N:13]([C:15]([O:17][C:18]([CH3:21])([CH3:20])[CH3:19])=[O:16])[CH2:14][C:9]=4[S:8][C:4]=3[N:5]=[CH:6][N:7]=2)[CH3:28])[CH:31]=[CH:9][CH:10]=[CH:3][CH:2]=1, predict the reactants needed to synthesize it. The reactants are: Cl[C:2]1[C:3]2[C:10]3[CH2:11][CH2:12][N:13]([C:15]([O:17][C:18]([CH3:21])([CH3:20])[CH3:19])=[O:16])[CH2:14][C:9]=3[S:8][C:4]=2[N:5]=[CH:6][N:7]=1.C([N:24]([CH2:27][CH3:28])CC)C.CO[CH2:31][CH2:32]O.